This data is from Forward reaction prediction with 1.9M reactions from USPTO patents (1976-2016). The task is: Predict the product of the given reaction. (1) Given the reactants O[CH2:2][C:3]1[N:4]=[C:5]([CH:8]2[CH2:13][CH2:12][N:11]([C:14]([O:16][C:17]([CH3:20])([CH3:19])[CH3:18])=[O:15])[CH2:10][CH2:9]2)[S:6][CH:7]=1.C(N(CC)CC)C.CS([Cl:32])(=O)=O, predict the reaction product. The product is: [Cl:32][CH2:2][C:3]1[N:4]=[C:5]([CH:8]2[CH2:13][CH2:12][N:11]([C:14]([O:16][C:17]([CH3:20])([CH3:19])[CH3:18])=[O:15])[CH2:10][CH2:9]2)[S:6][CH:7]=1. (2) Given the reactants [CH:1]1([C:7]([C:14]2[CH:19]=[CH:18][CH:17]=[CH:16][CH:15]=2)([C:9]2[N:13]=[CH:12][NH:11][N:10]=2)[OH:8])[CH2:6][CH2:5][CH2:4][CH2:3][CH2:2]1.[C:20]([O:24][C:25]([N:27]1[CH2:32][CH2:31][CH:30]([CH2:33]Br)[CH2:29][CH2:28]1)=[O:26])([CH3:23])([CH3:22])[CH3:21], predict the reaction product. The product is: [C:20]([O:24][C:25]([N:27]1[CH2:32][CH2:31][CH:30]([CH2:33][N:11]2[CH:12]=[N:13][C:9]([C:7]([CH:1]3[CH2:2][CH2:3][CH2:4][CH2:5][CH2:6]3)([OH:8])[C:14]3[CH:19]=[CH:18][CH:17]=[CH:16][CH:15]=3)=[N:10]2)[CH2:29][CH2:28]1)=[O:26])([CH3:23])([CH3:21])[CH3:22]. (3) Given the reactants [CH:1]1([C:10]([O:12][CH2:13][CH3:14])=[O:11])[NH:6][CH2:5][CH2:4][N:3]2[CH:7]=[CH:8][CH:9]=[C:2]12.[Cl:15][C:16]1[CH:21]=[CH:20][CH:19]=[C:18]([CH3:22])[C:17]=1[S:23](Cl)(=[O:25])=[O:24], predict the reaction product. The product is: [Cl:15][C:16]1[CH:21]=[CH:20][CH:19]=[C:18]([CH3:22])[C:17]=1[S:23]([N:6]1[CH2:5][CH2:4][N:3]2[CH:7]=[CH:8][CH:9]=[C:2]2[CH:1]1[C:10]([O:12][CH2:13][CH3:14])=[O:11])(=[O:24])=[O:25]. (4) Given the reactants [C:1]1([C:7]2[C:8]([O:22][CH2:23][C:24]([F:27])([F:26])[F:25])=[N:9][CH:10]=[C:11]([CH:21]=2)[C:12]([NH:14][C:15]2[CH:16]=[N:17][CH:18]=[CH:19][CH:20]=2)=[O:13])[CH2:6][CH2:5][CH2:4][CH2:3][CH:2]=1, predict the reaction product. The product is: [CH:1]1([C:7]2[C:8]([O:22][CH2:23][C:24]([F:26])([F:27])[F:25])=[N:9][CH:10]=[C:11]([CH:21]=2)[C:12]([NH:14][C:15]2[CH:16]=[N:17][CH:18]=[CH:19][CH:20]=2)=[O:13])[CH2:2][CH2:3][CH2:4][CH2:5][CH2:6]1.